This data is from Forward reaction prediction with 1.9M reactions from USPTO patents (1976-2016). The task is: Predict the product of the given reaction. (1) Given the reactants [CH3:1][C:2]1[C:10]([CH3:11])=[CH:9][CH:8]=[CH:7][C:3]=1[C:4]([OH:6])=O.[C:12]([CH2:14][CH:15]1[CH:20]2[CH2:21][CH2:22][N:17]([CH2:18][CH2:19]2)[CH2:16]1)#[N:13], predict the reaction product. The product is: [N:17]12[CH2:18][CH2:19][CH:20]([CH2:21][CH2:22]1)[CH:15]([CH2:14][C:12]1[NH:13][C:4](=[O:6])[C:3]3[C:2]([CH:1]=1)=[C:10]([CH3:11])[CH:9]=[CH:8][CH:7]=3)[CH2:16]2. (2) Given the reactants [C:1]([C:5]1[CH:24]=[CH:23][C:8]([C:9]([NH:11][C:12]2[S:13][C:14]([C:17]3[CH:22]=[CH:21][CH:20]=[CH:19][CH:18]=3)=[CH:15][N:16]=2)=[O:10])=[CH:7][C:6]=1[NH:25][C:26](=[O:30])[CH:27](Cl)[CH3:28])([CH3:4])([CH3:3])[CH3:2].[NH:31]1[CH2:36][CH2:35][O:34][CH2:33][CH2:32]1.C(N(CC)CC)C.[I-].[K+], predict the reaction product. The product is: [C:1]([C:5]1[CH:24]=[CH:23][C:8]([C:9]([NH:11][C:12]2[S:13][C:14]([C:17]3[CH:22]=[CH:21][CH:20]=[CH:19][CH:18]=3)=[CH:15][N:16]=2)=[O:10])=[CH:7][C:6]=1[NH:25][C:26](=[O:30])[CH:27]([N:31]1[CH2:36][CH2:35][O:34][CH2:33][CH2:32]1)[CH3:28])([CH3:4])([CH3:3])[CH3:2].